This data is from Reaction yield outcomes from USPTO patents with 853,638 reactions. The task is: Predict the reaction yield, written as a fraction of the theoretical maximum amount of product (1.0 means a 100% yield; for example, 0.34 means a 34% yield). (1) The reactants are [NH2:1][C:2]1[C:3]([C:8]([OH:10])=O)=[N:4][CH:5]=[CH:6][CH:7]=1.[NH2:11][CH2:12][CH:13]1[CH2:18][CH2:17][CH2:16][CH2:15][N:14]1[C:19]([O:21][C:22]([CH3:25])([CH3:24])[CH3:23])=[O:20].CCN(C(C)C)C(C)C.CN(C(ON1N=NC2C=CC=NC1=2)=[N+](C)C)C.F[P-](F)(F)(F)(F)F. The yield is 0.790. The catalyst is CN(C=O)C.C1COCC1. The product is [NH2:1][C:2]1[C:3]([C:8]([NH:11][CH2:12][CH:13]2[CH2:18][CH2:17][CH2:16][CH2:15][N:14]2[C:19]([O:21][C:22]([CH3:25])([CH3:24])[CH3:23])=[O:20])=[O:10])=[N:4][CH:5]=[CH:6][CH:7]=1. (2) The reactants are C(OC(=O)[NH:7][C@H:8]1[CH2:13][CH2:12][CH2:11][N:10]([C:14]2[CH:19]=[CH:18][C:17]([NH:20][C:21]3[C:30]4[C:25](=[CH:26][CH:27]=[C:28]([C:31]5[CH:36]=[C:35]([F:37])[C:34]([OH:38])=[C:33]([Cl:39])[CH:32]=5)[N:29]=4)[N:24]=[CH:23][C:22]=3[C:40](=[O:42])[CH3:41])=[CH:16][N:15]=2)[CH2:9]1)(C)(C)C.C(O)(C(F)(F)F)=O. No catalyst specified. The product is [ClH:39].[ClH:39].[ClH:39].[NH2:7][C@H:8]1[CH2:13][CH2:12][CH2:11][N:10]([C:14]2[N:15]=[CH:16][C:17]([NH:20][C:21]3[C:30]4[C:25](=[CH:26][CH:27]=[C:28]([C:31]5[CH:36]=[C:35]([F:37])[C:34]([OH:38])=[C:33]([Cl:39])[CH:32]=5)[N:29]=4)[N:24]=[CH:23][C:22]=3[C:40](=[O:42])[CH3:41])=[CH:18][CH:19]=2)[CH2:9]1. The yield is 0.340. (3) The reactants are [NH:1]1[C:9]2[C:4](=[CH:5][CH:6]=[CH:7][CH:8]=2)[CH2:3][CH2:2]1.C(Cl)(=[O:12])C.[Cl:14][CH2:15][CH2:16]Cl. The catalyst is C1(C)C=CC=CC=1.C(OCC)(=O)C. The product is [Cl:14][CH2:15][C:16]([N:1]1[C:9]2[C:4](=[CH:5][CH:6]=[CH:7][CH:8]=2)[CH2:3][CH2:2]1)=[O:12]. The yield is 0.850. (4) The yield is 0.260. The reactants are [NH:1]1[C:5]2[CH:6]=[CH:7][CH:8]=[CH:9][C:4]=2[N:3]=[C:2]1[CH2:10][CH2:11][C:12]([OH:14])=O.CN(C(ON1N=NC2C=CC=NC1=2)=[N+](C)C)C.F[P-](F)(F)(F)(F)F.[NH2:39][CH2:40][C@H:41]([OH:53])[CH2:42][N:43]1[CH2:52][CH2:51][C:50]2[C:45](=[CH:46][CH:47]=[CH:48][CH:49]=2)[CH2:44]1. The product is [NH:3]1[C:4]2[CH:9]=[CH:8][CH:7]=[CH:6][C:5]=2[N:1]=[C:2]1[CH2:10][CH2:11][C:12]([NH:39][CH2:40][C@H:41]([OH:53])[CH2:42][N:43]1[CH2:52][CH2:51][C:50]2[C:45](=[CH:46][CH:47]=[CH:48][CH:49]=2)[CH2:44]1)=[O:14]. The catalyst is C(Cl)Cl. (5) The yield is 0.920. The reactants are [Br:1][C:2]1[CH:7]=[CH:6][C:5]([OH:8])=[CH:4][CH:3]=1.C(=O)([O-])[O-].[K+].[K+].I[CH:16]([CH3:18])[CH3:17]. The product is [Br:1][C:2]1[CH:7]=[CH:6][C:5]([O:8][CH:16]([CH3:18])[CH3:17])=[CH:4][CH:3]=1. The catalyst is O. (6) The product is [CH:45]1([C:43]([NH:42][C:40]2[N:41]=[C:36]3[CH:35]=[CH:34][C:33]([O:32][C:31]4[CH:30]=[CH:29][C:28]([NH:27][C:13]([C:4]5[CH:3]=[C:2]([CH3:1])[N:6]([C:7]6[CH:8]=[CH:9][CH:10]=[CH:11][CH:12]=6)[N:5]=5)=[O:15])=[CH:49][CH:48]=4)=[N:38][N:37]3[CH:39]=2)=[O:44])[CH2:46][CH2:47]1. The yield is 0.700. The catalyst is CN(C)C(=O)C. The reactants are [CH3:1][C:2]1[N:6]([C:7]2[CH:12]=[CH:11][CH:10]=[CH:9][CH:8]=2)[N:5]=[C:4]([C:13]([OH:15])=O)[CH:3]=1.O1CCCC1.C(Cl)(=O)C(Cl)=O.[NH2:27][C:28]1[CH:49]=[CH:48][C:31]([O:32][C:33]2[CH:34]=[CH:35][C:36]3[N:37]([CH:39]=[C:40]([NH:42][C:43]([CH:45]4[CH2:47][CH2:46]4)=[O:44])[N:41]=3)[N:38]=2)=[CH:30][CH:29]=1.